Task: Predict the reactants needed to synthesize the given product.. Dataset: Full USPTO retrosynthesis dataset with 1.9M reactions from patents (1976-2016) (1) The reactants are: CN1CCOCC1.[C:8]([C:10]1[CH:11]=[C:12]([NH:16][CH:17]([C:21]2[CH:26]=[CH:25][CH:24]=[CH:23][C:22]=2[F:27])[C:18]([OH:20])=O)[CH:13]=[CH:14][CH:15]=1)#[N:9].[NH2:28][C:29]1[CH:34]=[CH:33][C:32]([N:35]2[CH2:40][CH2:39][CH2:38][CH2:37][C:36]2=[O:41])=[C:31]([CH3:42])[CH:30]=1.Cl.CN(C)CCCN=C=NCC.O.OC1C2N=NNC=2C=CC=1. Given the product [C:8]([C:10]1[CH:11]=[C:12]([NH:16][CH:17]([C:21]2[CH:26]=[CH:25][CH:24]=[CH:23][C:22]=2[F:27])[C:18]([NH:28][C:29]2[CH:34]=[CH:33][C:32]([N:35]3[CH2:40][CH2:39][CH2:38][CH2:37][C:36]3=[O:41])=[C:31]([CH3:42])[CH:30]=2)=[O:20])[CH:13]=[CH:14][CH:15]=1)#[N:9], predict the reactants needed to synthesize it. (2) Given the product [CH3:2][CH2:1][O:3][C:4]1[CH:13]=[CH:12][CH:11]=[CH:10][C:5]=1[O:6][CH2:7][CH2:8][NH:9][C@@H:23]([CH2:22][C:19]1[CH:20]=[CH:21][C:16]([O:15][CH3:14])=[C:17]([S:26]([NH2:29])(=[O:28])=[O:27])[CH:18]=1)[CH3:24], predict the reactants needed to synthesize it. The reactants are: [CH2:1]([O:3][C:4]1[CH:13]=[CH:12][CH:11]=[CH:10][C:5]=1[O:6][CH2:7][CH2:8][NH2:9])[CH3:2].[CH3:14][O:15][C:16]1[CH:21]=[CH:20][C:19]([CH2:22][C:23](=O)[CH3:24])=[CH:18][C:17]=1[S:26]([NH2:29])(=[O:28])=[O:27].[H][H].